From a dataset of hERG Central: cardiac toxicity at 1µM, 10µM, and general inhibition. Predict hERG channel inhibition at various concentrations. (1) Results: hERG_inhib (hERG inhibition (general)): blocker. The molecule is CN(C)c1ccc(-c2sc(Nc3ccccc3)n[n+]2-c2ccc(F)cc2)cc1.[Cl-]. (2) The molecule is CN(CCNC(=O)C1CCC(=O)N(Cc2ccc(Cl)cc2)C1)CCc1ccccc1. Results: hERG_inhib (hERG inhibition (general)): blocker. (3) The molecule is COc1ccc(NC(=O)NCCCN2CCN(c3ccccc3F)CC2)cc1. Results: hERG_inhib (hERG inhibition (general)): blocker. (4) The molecule is c1ccc(CC2CCN(C3=Nc4cccc5cccc3c45)CC2)cc1. Results: hERG_inhib (hERG inhibition (general)): blocker. (5) The drug is Cc1ccccc1OCC(O)Cn1c(=N)n(Cc2ccccc2)c2ccccc21.Cl. Results: hERG_inhib (hERG inhibition (general)): blocker. (6) The compound is O=C(COc1ccccc1)N1CCN(c2nnc(-c3ccccc3)c3ccccc23)CC1. Results: hERG_inhib (hERG inhibition (general)): blocker. (7) The drug is C=CCOc1ccccc1CN1CCC(n2nccc2NC(=O)c2ccccc2)CC1. Results: hERG_inhib (hERG inhibition (general)): blocker. (8) Results: hERG_inhib (hERG inhibition (general)): blocker. The drug is COc1ccc(CN2CCCC(C(=O)N(C)Cc3ccccc3)C2)cc1OC.O=C(O)C(=O)O.